Dataset: Forward reaction prediction with 1.9M reactions from USPTO patents (1976-2016). Task: Predict the product of the given reaction. (1) Given the reactants [CH3:1][O:2][C:3](=[O:33])[C:4]1[CH:9]=[CH:8][C:7]([CH2:10][N:11]2[CH:15]=[C:14]([C:16]3[CH:21]=[CH:20][C:19]([Cl:22])=[CH:18][C:17]=3[Cl:23])[N:13]=[C:12]2/[CH:24]=[CH:25]/[C:26]2[CH:31]=[CH:30][C:29](Br)=[CH:28][CH:27]=2)=[CH:6][CH:5]=1.[N:34]1[CH:39]=[CH:38][CH:37]=[CH:36][C:35]=1B(O)O, predict the reaction product. The product is: [CH3:1][O:2][C:3](=[O:33])[C:4]1[CH:9]=[CH:8][C:7]([CH2:10][N:11]2[CH:15]=[C:14]([C:16]3[CH:21]=[CH:20][C:19]([Cl:22])=[CH:18][C:17]=3[Cl:23])[N:13]=[C:12]2/[CH:24]=[CH:25]/[C:26]2[CH:31]=[CH:30][C:29]([C:36]3[CH:35]=[N:34][CH:39]=[CH:38][CH:37]=3)=[CH:28][CH:27]=2)=[CH:6][CH:5]=1. (2) The product is: [NH:1]1[C:11](=[O:12])[CH2:9][CH2:3][C@H:2]1[C:5]([OH:7])=[O:6].[NH2:14][C@H:15]([C:22]([OH:24])=[O:23])[CH2:16][CH2:17][C:18](=[O:4])[NH2:19]. Given the reactants [NH2:1][C@H:2]([C:5]([OH:7])=[O:6])[CH2:3][OH:4].N[C:9]([C:11](O)=[O:12])=C.[NH2:14][C@H:15]([C:22]([OH:24])=[O:23])[CH2:16][C:17]1N=C[NH:19][CH:18]=1, predict the reaction product. (3) Given the reactants Cl[C:2]1[C:7]([C:8]#[N:9])=[CH:6][N:5]=[C:4]2[S:10][C:11]3[CH2:12][N:13]([C:17]([O:19][C:20]([CH3:23])([CH3:22])[CH3:21])=[O:18])[CH2:14][CH2:15][C:16]=3[C:3]=12.[Cl:24][C:25]1[CH:26]=[C:27]([CH:29]=[CH:30][C:31]=1[F:32])[NH2:28].CC(C1C=C(C(C)C)C(C2C=CC=CC=2P(C2CCCCC2)C2CCCCC2)=C(C(C)C)C=1)C.C(=O)([O-])[O-].[Cs+].[Cs+], predict the reaction product. The product is: [Cl:24][C:25]1[CH:26]=[C:27]([NH:28][C:2]2[C:7]([C:8]#[N:9])=[CH:6][N:5]=[C:4]3[S:10][C:11]4[CH2:12][N:13]([C:17]([O:19][C:20]([CH3:21])([CH3:23])[CH3:22])=[O:18])[CH2:14][CH2:15][C:16]=4[C:3]=23)[CH:29]=[CH:30][C:31]=1[F:32]. (4) Given the reactants [CH3:1][CH:2]1[CH2:7][CH2:6][N:5]([CH:8]2[CH2:13][CH2:12][NH:11][CH2:10][CH2:9]2)[CH2:4][CH2:3]1.Cl[C:15]1[CH:16]=[C:17]([S:22](Cl)(=[O:24])=[O:23])[CH:18]=[CH:19][C:20]=1Cl, predict the reaction product. The product is: [CH3:1][CH:2]1[CH2:7][CH2:6][N:5]([CH:8]2[CH2:13][CH2:12][N:11]([S:22]([C:17]3[CH:16]=[CH:15][C:20]4[C:15](=[CH:16][C:17]([S:22]([N:11]5[CH2:12][CH2:13][CH:8]([N:5]6[CH2:6][CH2:7][CH:2]([CH3:1])[CH2:3][CH2:4]6)[CH2:9][CH2:10]5)(=[O:24])=[O:23])=[CH:18][CH:19]=4)[CH:18]=3)(=[O:24])=[O:23])[CH2:10][CH2:9]2)[CH2:4][CH2:3]1. (5) Given the reactants [Br:1][C:2]1[CH:3]=[C:4]([CH:17]=[CH:18][CH:19]=1)[O:5][CH2:6][C:7]1[CH:16]=[CH:15][C:10]([C:11]([O:13]C)=[O:12])=[CH:9][CH:8]=1.O.[OH-].[Li+], predict the reaction product. The product is: [Br:1][C:2]1[CH:3]=[C:4]([CH:17]=[CH:18][CH:19]=1)[O:5][CH2:6][C:7]1[CH:16]=[CH:15][C:10]([C:11]([OH:13])=[O:12])=[CH:9][CH:8]=1. (6) Given the reactants [F:1][C:2]([F:7])([F:6])[C:3]([OH:5])=[O:4].[F:8][C:9]([F:14])([F:13])[C:10]([OH:12])=[O:11].FC(F)(F)C(O)=O.[Cl:22][C:23]1[CH:24]=[N:25][C:26]2[NH:27][C:28]3[CH:29]=[N:30][CH:31]=[C:32]([CH:54]=3)[CH2:33][CH2:34][C:35]3[CH:43]=[C:39]([NH:40][C:41]=1[N:42]=2)[CH:38]=[CH:37][C:36]=3[NH:44][C:45](=[O:53])[CH2:46][CH:47]1[CH2:52][CH2:51][NH:50][CH2:49][CH2:48]1.[CH:55]1([C:58]2[O:62][N:61]=[CH:60][C:59]=2[C:63](O)=[O:64])[CH2:57][CH2:56]1, predict the reaction product. The product is: [F:1][C:2]([F:7])([F:6])[C:3]([OH:5])=[O:4].[F:8][C:9]([F:14])([F:13])[C:10]([OH:12])=[O:11].[Cl:22][C:23]1[CH:24]=[N:25][C:26]2[NH:27][C:28]3[CH:29]=[N:30][CH:31]=[C:32]([CH:54]=3)[CH2:33][CH2:34][C:35]3[CH:43]=[C:39]([NH:40][C:41]=1[N:42]=2)[CH:38]=[CH:37][C:36]=3[NH:44][C:45](=[O:53])[CH2:46][CH:47]1[CH2:52][CH2:51][N:50]([C:63]([C:59]2[CH:60]=[N:61][O:62][C:58]=2[CH:55]2[CH2:57][CH2:56]2)=[O:64])[CH2:49][CH2:48]1.